From a dataset of NCI-60 drug combinations with 297,098 pairs across 59 cell lines. Regression. Given two drug SMILES strings and cell line genomic features, predict the synergy score measuring deviation from expected non-interaction effect. (1) Synergy scores: CSS=19.1, Synergy_ZIP=-1.95, Synergy_Bliss=1.04, Synergy_Loewe=1.01, Synergy_HSA=2.27. Drug 2: C1C(C(OC1N2C=NC(=NC2=O)N)CO)O. Drug 1: CC(C1=C(C=CC(=C1Cl)F)Cl)OC2=C(N=CC(=C2)C3=CN(N=C3)C4CCNCC4)N. Cell line: HT29. (2) Drug 1: C1=CC(=CC=C1CCC2=CNC3=C2C(=O)NC(=N3)N)C(=O)NC(CCC(=O)O)C(=O)O. Drug 2: COC1=NC(=NC2=C1N=CN2C3C(C(C(O3)CO)O)O)N. Cell line: NCI-H226. Synergy scores: CSS=17.9, Synergy_ZIP=-5.09, Synergy_Bliss=1.65, Synergy_Loewe=-25.5, Synergy_HSA=1.29. (3) Drug 1: C1CC(=O)NC(=O)C1N2C(=O)C3=CC=CC=C3C2=O. Drug 2: C1CNP(=O)(OC1)N(CCCl)CCCl. Cell line: SF-268. Synergy scores: CSS=-1.62, Synergy_ZIP=-0.0370, Synergy_Bliss=-2.17, Synergy_Loewe=-2.91, Synergy_HSA=-3.59. (4) Drug 1: CNC(=O)C1=NC=CC(=C1)OC2=CC=C(C=C2)NC(=O)NC3=CC(=C(C=C3)Cl)C(F)(F)F. Drug 2: CC1C(C(CC(O1)OC2CC(CC3=C2C(=C4C(=C3O)C(=O)C5=C(C4=O)C(=CC=C5)OC)O)(C(=O)CO)O)N)O.Cl. Cell line: RXF 393. Synergy scores: CSS=27.4, Synergy_ZIP=-8.68, Synergy_Bliss=-6.34, Synergy_Loewe=-13.3, Synergy_HSA=-5.08. (5) Drug 1: C1=CC(=CC=C1CCCC(=O)O)N(CCCl)CCCl. Drug 2: CC1C(C(CC(O1)OC2CC(OC(C2O)C)OC3=CC4=CC5=C(C(=O)C(C(C5)C(C(=O)C(C(C)O)O)OC)OC6CC(C(C(O6)C)O)OC7CC(C(C(O7)C)O)OC8CC(C(C(O8)C)O)(C)O)C(=C4C(=C3C)O)O)O)O. Cell line: SR. Synergy scores: CSS=46.1, Synergy_ZIP=4.14, Synergy_Bliss=0.854, Synergy_Loewe=1.14, Synergy_HSA=2.15. (6) Drug 1: COC1=C(C=C2C(=C1)N=CN=C2NC3=CC(=C(C=C3)F)Cl)OCCCN4CCOCC4. Drug 2: C1CC(C1)(C(=O)O)C(=O)O.[NH2-].[NH2-].[Pt+2]. Cell line: SF-268. Synergy scores: CSS=27.9, Synergy_ZIP=-0.630, Synergy_Bliss=2.52, Synergy_Loewe=1.22, Synergy_HSA=4.62.